From a dataset of Reaction yield outcomes from USPTO patents with 853,638 reactions. Predict the reaction yield, written as a fraction of the theoretical maximum amount of product (1.0 means a 100% yield; for example, 0.34 means a 34% yield). The reactants are [NH2:1][C:2]1[C:3]([OH:12])=[CH:4][C:5]2[C:10]([CH:11]=1)=[CH:9][CH:8]=[CH:7][CH:6]=2.[H-].[Na+].[CH2:15](I)C.[OH-].[Na+]. The catalyst is CN1CCCC1=O. The product is [CH3:15][O:12][C:3]1[C:2]([NH2:1])=[CH:11][C:10]2[C:5]([CH:4]=1)=[CH:6][CH:7]=[CH:8][CH:9]=2. The yield is 0.520.